From a dataset of Catalyst prediction with 721,799 reactions and 888 catalyst types from USPTO. Predict which catalyst facilitates the given reaction. (1) Product: [Cl:18][C:15]1[CH:16]=[CH:17][C:12]([S:9]([N:8]([C:7]2[C:2]([C:36](=[O:45])[C:37]3[CH:42]=[CH:41][CH:40]=[CH:39][C:38]=3[S:43][CH3:44])=[N:3][C:4]([CH3:27])=[C:5]([Cl:26])[CH:6]=2)[CH2:23][O:24][CH3:25])(=[O:11])=[O:10])=[CH:13][C:14]=1[C:19]([F:22])([F:21])[F:20]. The catalyst class is: 1. Reactant: Br[C:2]1[C:7]([N:8]([CH2:23][O:24][CH3:25])[S:9]([C:12]2[CH:17]=[CH:16][C:15]([Cl:18])=[C:14]([C:19]([F:22])([F:21])[F:20])[CH:13]=2)(=[O:11])=[O:10])=[CH:6][C:5]([Cl:26])=[C:4]([CH3:27])[N:3]=1.C([Mg]Cl)(C)C.CON(C)[C:36](=[O:45])[C:37]1[CH:42]=[CH:41][CH:40]=[CH:39][C:38]=1[S:43][CH3:44]. (2) Reactant: Cl.[Cl:2][C:3]1[CH:9]=[CH:8][C:7]([O:10][CH3:11])=[CH:6][C:4]=1[NH2:5].C(O)(=O)C.[O-:16][C:17]#[N:18].[K+]. Product: [Cl:2][C:3]1[CH:9]=[CH:8][C:7]([O:10][CH3:11])=[CH:6][C:4]=1[NH:5][C:17]([NH2:18])=[O:16]. The catalyst class is: 6. (3) Reactant: [C:1]1([S:7]([C:9]2[CH:14]=[CH:13][CH:12]=[CH:11][CH:10]=2)=O)[CH:6]=[CH:5][CH:4]=[CH:3][CH:2]=1.FC(F)(F)C(OC(=O)C(F)(F)F)=O.[F:28][C:29]([F:56])([S:52]([OH:55])(=[O:54])=[O:53])[C:30]([F:51])([F:50])[C:31]([F:49])([F:48])[C:32]([F:47])([F:46])[C:33]([F:45])([F:44])[C:34]([F:43])([F:42])[C:35]([F:41])([F:40])[C:36]([F:39])([F:38])[F:37]. Product: [F:56][C:29]([F:28])([S:52]([O-:55])(=[O:54])=[O:53])[C:30]([F:50])([F:51])[C:31]([F:49])([F:48])[C:32]([F:46])([F:47])[C:33]([F:45])([F:44])[C:34]([F:43])([F:42])[C:35]([F:41])([F:40])[C:36]([F:39])([F:38])[F:37].[CH3:36][C:35]1[CH:30]=[CH:31][C:32]([S+:7]([C:9]2[CH:10]=[CH:11][CH:12]=[CH:13][CH:14]=2)[C:1]2[CH:6]=[CH:5][CH:4]=[CH:3][CH:2]=2)=[CH:33][CH:34]=1. The catalyst class is: 11.